This data is from Forward reaction prediction with 1.9M reactions from USPTO patents (1976-2016). The task is: Predict the product of the given reaction. (1) Given the reactants O.[O-2].[Ca+2:3].[NH2:4][C@H:5]([C:11]([OH:13])=[O:12])[CH2:6][CH2:7][CH2:8][CH2:9][NH2:10], predict the reaction product. The product is: [O-2:12].[Ca+2:3].[NH2:4][C@H:5]([C:11]([OH:13])=[O:12])[CH2:6][CH2:7][CH2:8][CH2:9][NH2:10]. (2) Given the reactants Cl.C([O:4][C:5]([C:7]1[S:8][C:9]2[CH2:10][NH:11][CH2:12][CH2:13][C:14]=2[N:15]=1)=[O:6])C.CCN(CC)CC.[C:23](=[O:26])([O-])[NH2:24].[CH:27]1[C:36]2[C:31](=[CH:32][CH:33]=[CH:34][CH:35]=2)[CH:30]=[CH:29][N:28]=1.C([O-])([O-])=O.[K+].[K+], predict the reaction product. The product is: [N:28]1[C:27]2[C:36](=[C:35]([NH:24][C:23]([N:11]3[CH2:12][CH2:13][C:14]4[N:15]=[C:7]([C:5]([OH:4])=[O:6])[S:8][C:9]=4[CH2:10]3)=[O:26])[CH:34]=[CH:33][CH:32]=2)[CH:31]=[CH:30][CH:29]=1.